Dataset: Choline transporter screen with 302,306 compounds. Task: Binary Classification. Given a drug SMILES string, predict its activity (active/inactive) in a high-throughput screening assay against a specified biological target. (1) The molecule is S1(=O)(=O)CC(N(C(=O)CN2C(=O)C(/SC2=O)=C/c2ccccc2)C)CC1. The result is 0 (inactive). (2) The molecule is O(C1CCN(CC1)C(C)C)c1c(OC)ccc(c1)C(=O)NCCc1cc(OC)ccc1. The result is 1 (active). (3) The molecule is S(=O)(=O)(N1CC(N2CCN(CC2)c2ccc(OC)cc2)CCC1)c1ccccc1. The result is 0 (inactive).